Dataset: Reaction yield outcomes from USPTO patents with 853,638 reactions. Task: Predict the reaction yield, written as a fraction of the theoretical maximum amount of product (1.0 means a 100% yield; for example, 0.34 means a 34% yield). (1) The reactants are [Cl:1][C:2]1[CH:3]=[CH:4][C:5]([N:8]2[CH:12]=[C:11](/[CH:13]=[CH:14]/[C:15]([O:17][CH2:18][CH3:19])=[O:16])[C:10]([CH:20]([CH3:22])[CH3:21])=[N:9]2)=[N:6][CH:7]=1. The catalyst is [Pt]=O.C(O)C. The product is [Cl:1][C:2]1[CH:3]=[CH:4][C:5]([N:8]2[CH:12]=[C:11]([CH2:13][CH2:14][C:15]([O:17][CH2:18][CH3:19])=[O:16])[C:10]([CH:20]([CH3:21])[CH3:22])=[N:9]2)=[N:6][CH:7]=1. The yield is 0.680. (2) The reactants are [CH3:1][C@@H:2]1[CH:11]=[CH:10][CH2:9][C:4]2([CH2:8][CH2:7][CH2:6][CH2:5]2)[C@H:3]1[C:12](=[O:16])/[CH:13]=[CH:14]/[CH3:15]. The catalyst is C(O)C.[Pd]. The product is [CH3:1][C@@H:2]1[CH2:11][CH2:10][CH2:9][C:4]2([CH2:8][CH2:7][CH2:6][CH2:5]2)[C@H:3]1[C:12](=[O:16])[CH2:13][CH2:14][CH3:15]. The yield is 0.370. (3) The reactants are [NH2:1][C@H:2]([C:4]1[N:9]([C:10]2[CH:15]=[CH:14][CH:13]=[CH:12][CH:11]=2)[C:8](=[O:16])[C:7]2=[C:17]([CH3:20])[CH:18]=[CH:19][N:6]2[N:5]=1)[CH3:3].[Br:21][C:22]1[S:31][C:25]2[N:26]=[CH:27][N:28]=[C:29](Cl)[C:24]=2[CH:23]=1.C(N(CC)C(C)C)(C)C. The catalyst is C(O)(C)(C)C. The product is [Br:21][C:22]1[S:31][C:25]2[N:26]=[CH:27][N:28]=[C:29]([NH:1][C@H:2]([C:4]3[N:9]([C:10]4[CH:15]=[CH:14][CH:13]=[CH:12][CH:11]=4)[C:8](=[O:16])[C:7]4=[C:17]([CH3:20])[CH:18]=[CH:19][N:6]4[N:5]=3)[CH3:3])[C:24]=2[CH:23]=1. The yield is 0.420. (4) The reactants are [CH2:1]([N:5]([CH2:16][CH2:17][CH2:18][CH3:19])[C:6]1[CH:13]=[CH:12][C:9]([CH:10]=O)=[C:8]([O:14][CH3:15])[CH:7]=1)[CH2:2][CH2:3][CH3:4].[C:20]([C:22]1[C:23](=[C:33]([C:36]#[N:37])[C:34]#[N:35])[O:24][C:25]([CH3:32])([C:28]([F:31])([F:30])[F:29])[C:26]=1[CH3:27])#[N:21]. The catalyst is C(O)C. The product is [CH2:1]([N:5]([CH2:16][CH2:17][CH2:18][CH3:19])[C:6]1[CH:13]=[CH:12][C:9]([CH:10]=[CH:27][C:26]2[C:25]([CH3:32])([C:28]([F:31])([F:29])[F:30])[O:24][C:23](=[C:33]([C:36]#[N:37])[C:34]#[N:35])[C:22]=2[C:20]#[N:21])=[C:8]([O:14][CH3:15])[CH:7]=1)[CH2:2][CH2:3][CH3:4]. The yield is 0.929. (5) The reactants are [CH:1]([C:4]1[N:5]=[C:6]([CH2:9][OH:10])[S:7][CH:8]=1)([CH3:3])[CH3:2].[Cr](O[Cr]([O-])(=O)=O)([O-])(=O)=O.[NH+]1C=CC=CC=1.[NH+]1C=CC=CC=1. The catalyst is C(Cl)Cl. The product is [CH:1]([C:4]1[N:5]=[C:6]([CH:9]=[O:10])[S:7][CH:8]=1)([CH3:3])[CH3:2]. The yield is 0.650. (6) The reactants are [C:1]1([CH:7]([O:9][CH2:10][C@@H:11]([NH2:23])[CH2:12][CH2:13][CH2:14][NH:15][C:16]([O:18][C:19]([CH3:22])([CH3:21])[CH3:20])=[O:17])[CH3:8])[CH:6]=[CH:5][CH:4]=[CH:3][CH:2]=1.[CH3:24][C:25]1[C:34]2[C:29](=[CH:30][CH:31]=[CH:32][CH:33]=2)[C:28]([S:35](Cl)(=[O:37])=[O:36])=[CH:27][CH:26]=1. No catalyst specified. The product is [C:16]([NH:15][CH2:14][CH2:13][CH2:12][C@H:11]([NH:23][S:35]([C:28]1[C:29]2[C:34](=[CH:33][CH:32]=[CH:31][CH:30]=2)[C:25]([CH3:24])=[CH:26][CH:27]=1)(=[O:37])=[O:36])[CH2:10][O:9][CH:7]([C:1]1[CH:2]=[CH:3][CH:4]=[CH:5][CH:6]=1)[CH3:8])([O:18][C:19]([CH3:22])([CH3:21])[CH3:20])=[O:17]. The yield is 0.240.